This data is from Catalyst prediction with 721,799 reactions and 888 catalyst types from USPTO. The task is: Predict which catalyst facilitates the given reaction. Reactant: [NH2:1][S:2]([C:5]1[N:10]=[C:9]([CH3:11])[C:8]([NH:12][C:13](=[O:33])[CH2:14][O:15][C:16]2[CH:21]=[CH:20][C:19]([Cl:22])=[CH:18][C:17]=2[S:23][C:24]2[CH:29]=[C:28]([C:30]#[N:31])[CH:27]=[C:26]([Cl:32])[CH:25]=2)=[CH:7][CH:6]=1)(=[O:4])=[O:3].[OH:34]OS([O-])=O.[K+]. Product: [NH2:1][S:2]([C:5]1[N:10]=[C:9]([CH3:11])[C:8]([NH:12][C:13](=[O:33])[CH2:14][O:15][C:16]2[CH:21]=[CH:20][C:19]([Cl:22])=[CH:18][C:17]=2[S:23]([C:24]2[CH:29]=[C:28]([C:30]#[N:31])[CH:27]=[C:26]([Cl:32])[CH:25]=2)=[O:34])=[CH:7][CH:6]=1)(=[O:4])=[O:3]. The catalyst class is: 20.